From a dataset of KCNQ2 potassium channel screen with 302,405 compounds. Binary Classification. Given a drug SMILES string, predict its activity (active/inactive) in a high-throughput screening assay against a specified biological target. (1) The compound is Fc1ccc(CNC(=O)COC(=O)C2C3CC(C2)C=C3)cc1. The result is 0 (inactive). (2) The drug is S(=O)(=O)(N\C(=N\S(=O)(=O)c1ccccc1)c1ccccc1)c1ccccc1. The result is 0 (inactive). (3) The compound is s1c(c(c(c1NC(=O)COC(=O)c1c(NC)cccc1)C(OCC)=O)C)C(=O)N(C)C. The result is 0 (inactive). (4) The compound is O=C1N(C(=O)NC1(CCc1ccccc1)C)CC(=O)Nc1cc2OCCOc2cc1. The result is 0 (inactive). (5) The molecule is Clc1c(Cn2c(N3CCNCC3)nc3n(c(=O)n(c(=O)c23)C)C)cccc1. The result is 0 (inactive). (6) The drug is S1(=O)(=O)CC(NC(=O)c2ccc(C(C)(C)C)cc2)CC1. The result is 0 (inactive). (7) The compound is O=c1n(c(=O)n(c2nc3n(CCN3Cc3occc3)c12)C)Cc1ccccc1. The result is 0 (inactive).